Dataset: NCI-60 drug combinations with 297,098 pairs across 59 cell lines. Task: Regression. Given two drug SMILES strings and cell line genomic features, predict the synergy score measuring deviation from expected non-interaction effect. Drug 1: CN(C(=O)NC(C=O)C(C(C(CO)O)O)O)N=O. Drug 2: CC1C(C(CC(O1)OC2CC(CC3=C2C(=C4C(=C3O)C(=O)C5=C(C4=O)C(=CC=C5)OC)O)(C(=O)CO)O)N)O.Cl. Cell line: UACC62. Synergy scores: CSS=54.9, Synergy_ZIP=-5.87, Synergy_Bliss=-6.55, Synergy_Loewe=-15.9, Synergy_HSA=-3.12.